Task: Predict the product of the given reaction.. Dataset: Forward reaction prediction with 1.9M reactions from USPTO patents (1976-2016) (1) Given the reactants [F:1][C:2]1[CH:3]=[C:4]([CH:26]=[CH:27][CH:28]=1)[CH2:5][O:6][C:7]1[CH:12]=[CH:11][C:10]([NH:13][C:14]2[C:23]3[C:18](=[CH:19][CH:20]=[C:21](I)[CH:22]=3)[N:17]=[CH:16][N:15]=2)=[CH:9][C:8]=1[Br:25].[C:29]([O-:32])([O-])=O.[K+].[K+].[CH2:35](Cl)Cl.CO[CH2:40][CH2:41][O:42][CH3:43], predict the reaction product. The product is: [F:1][C:2]1[CH:3]=[C:4]([CH:26]=[CH:27][CH:28]=1)[CH2:5][O:6][C:7]1[CH:12]=[CH:11][C:10]([NH:13][C:14]2[C:23]3[C:18](=[CH:19][CH:20]=[C:21]([C:43]4[O:42][C:41]([CH:29]=[O:32])=[CH:40][CH:35]=4)[CH:22]=3)[N:17]=[CH:16][N:15]=2)=[CH:9][C:8]=1[Br:25]. (2) Given the reactants [Br:1][C:2]1[CH:7]=[C:6]([F:8])[CH:5]=[C:4]([F:9])[CH:3]=1.CN([CH:13]=[O:14])C.C([Li])CCC.C(NC(C)C)(C)C, predict the reaction product. The product is: [Br:1][C:2]1[CH:7]=[C:6]([F:8])[C:5]([CH:13]=[O:14])=[C:4]([F:9])[CH:3]=1.